This data is from Forward reaction prediction with 1.9M reactions from USPTO patents (1976-2016). The task is: Predict the product of the given reaction. (1) Given the reactants C(OC(=O)[NH:7][C@H:8]([CH2:12][NH:13][C:14]([C:16]1[C:21]([NH2:22])=[N:20][C:19]([NH2:23])=[C:18]([Cl:24])[N:17]=1)=[O:15])[CH2:9][CH2:10][CH3:11])(C)(C)C.Cl, predict the reaction product. The product is: [ClH:24].[NH2:7][C@@H:8]([CH2:9][CH2:10][CH3:11])[CH2:12][NH:13][C:14]([C:16]1[C:21]([NH2:22])=[N:20][C:19]([NH2:23])=[C:18]([Cl:24])[N:17]=1)=[O:15]. (2) Given the reactants C(O[C:4]([C:6](C)([C:15](=[O:17])[CH3:16])[CH2:7][CH2:8][CH2:9][CH2:10][S:11]([O-:14])(=[O:13])=[O:12])=O)C.[Na], predict the reaction product. The product is: [CH3:4][CH:6]([C:15](=[O:17])[CH3:16])[CH2:7][CH2:8][CH2:9][CH2:10][S:11]([OH:14])(=[O:12])=[O:13]. (3) Given the reactants C1C2C(COC(=O)[NH:17][CH:18]([C:20](=[O:55])[NH:21][CH:22]([C:24]3[CH:29]=[CH:28][C:27]([F:30])=[CH:26][C:25]=3[C:31]3[C:36]4[S:37][C:38]([C:40]5[C:45]([F:46])=[CH:44][N:43]=[C:42]([NH:47][CH2:48][CH2:49][N:50]6[CH:54]=[CH:53][N:52]=[N:51]6)[N:41]=5)=[CH:39][C:35]=4[CH:34]=[CH:33][CH:32]=3)[CH3:23])[CH3:19])C3C(=CC=CC=3)C=2C=CC=1, predict the reaction product. The product is: [N:50]1([CH2:49][CH2:48][NH:47][C:42]2[N:41]=[C:40]([C:38]3[S:37][C:36]4[C:31]([C:25]5[CH:26]=[C:27]([F:30])[CH:28]=[CH:29][C:24]=5[C@H:22]([NH:21][C:20](=[O:55])[C@H:18]([NH2:17])[CH3:19])[CH3:23])=[CH:32][CH:33]=[CH:34][C:35]=4[CH:39]=3)[C:45]([F:46])=[CH:44][N:43]=2)[CH:54]=[CH:53][N:52]=[N:51]1. (4) Given the reactants [Br:1][C:2]1[C:3]([OH:10])=[C:4]([CH:7]=[CH:8][CH:9]=1)[CH:5]=[O:6].[C:11](=O)([O-])[O-].[K+].[K+].IC.Cl, predict the reaction product. The product is: [Br:1][C:2]1[C:3]([O:10][CH3:11])=[C:4]([CH:7]=[CH:8][CH:9]=1)[CH:5]=[O:6]. (5) Given the reactants [F:1][C:2]1[CH:7]=[CH:6][CH:5]=[C:4]([F:8])[C:3]=1[CH2:9][C:10]([OH:12])=O.S(Cl)([Cl:15])=O.[C:17]1(C)[CH:22]=[CH:21][CH:20]=[CH:19][CH:18]=1, predict the reaction product. The product is: [Cl:15][C:17]1[CH:22]=[CH:21][C:20]([C:10](=[O:12])[CH2:9][C:3]2[C:4]([F:8])=[CH:5][CH:6]=[CH:7][C:2]=2[F:1])=[CH:19][CH:18]=1. (6) Given the reactants [NH2:1][C:2]1[N:3]=[N:4][N:5]([CH2:7][C:8]#[N:9])[N:6]=1.[C:10]1([CH:16]([C:20]2[CH:25]=[CH:24][CH:23]=[CH:22][CH:21]=2)[C:17](Cl)=[O:18])[CH:15]=[CH:14][CH:13]=[CH:12][CH:11]=1, predict the reaction product. The product is: [C:8]([CH2:7][N:5]1[N:4]=[N:3][C:2]([NH:1][C:17](=[O:18])[CH:16]([C:10]2[CH:15]=[CH:14][CH:13]=[CH:12][CH:11]=2)[C:20]2[CH:25]=[CH:24][CH:23]=[CH:22][CH:21]=2)=[N:6]1)#[N:9]. (7) Given the reactants [C:1]([C@@H:9]1[CH2:13][CH:12]([CH2:14][C:15]2[CH:20]=[CH:19][C:18]([C:21]3[CH:26]=[CH:25][CH:24]=[CH:23][CH:22]=3)=[CH:17][CH:16]=2)[N:11](/[CH:27]=[CH:28]/[C:29]2[CH:34]=[CH:33][CH:32]=[CH:31][CH:30]=2)[C:10]1=[O:35])(=O)C1C=CC=CC=1.CC(C)([O-])C.[K+].C=O.O, predict the reaction product. The product is: [C:18]1([C:21]2[CH:22]=[CH:23][CH:24]=[CH:25][CH:26]=2)[CH:17]=[CH:16][C:15]([CH2:14][C@H:12]2[N:11](/[CH:27]=[CH:28]/[C:29]3[CH:30]=[CH:31][CH:32]=[CH:33][CH:34]=3)[C:10](=[O:35])[C:9](=[CH2:1])[CH2:13]2)=[CH:20][CH:19]=1. (8) Given the reactants [N:1]([C:4]1[C:9]([C:10]([O:12][CH2:13][CH3:14])=[O:11])=[CH:8][N:7]=[C:6]([Cl:15])[C:5]=1[Cl:16])=[N+]=[N-].[NH4+].[Cl-], predict the reaction product. The product is: [NH2:1][C:4]1[C:9]([C:10]([O:12][CH2:13][CH3:14])=[O:11])=[CH:8][N:7]=[C:6]([Cl:15])[C:5]=1[Cl:16].